The task is: Predict the reactants needed to synthesize the given product.. This data is from Full USPTO retrosynthesis dataset with 1.9M reactions from patents (1976-2016). (1) Given the product [Cl:1][C:2]1[N:10]=[C:9]2[C:5]([N:6]=[CH:7][NH:8]2)=[C:4]([NH:12][C:13]2[CH:21]=[CH:20][C:16]([C:17]([NH2:19])=[O:18])=[CH:15][CH:14]=2)[N:3]=1, predict the reactants needed to synthesize it. The reactants are: [Cl:1][C:2]1[N:10]=[C:9]2[C:5]([NH:6][CH:7]=[N:8]2)=[C:4](Cl)[N:3]=1.[NH2:12][C:13]1[CH:21]=[CH:20][C:16]([C:17]([NH2:19])=[O:18])=[CH:15][CH:14]=1. (2) Given the product [Cl:9][C:10]1[C:11]([CH3:17])=[CH:12][C:13]([C:5](=[O:7])[CH3:6])=[C:14]([CH3:16])[CH:15]=1, predict the reactants needed to synthesize it. The reactants are: Cl[Al](Cl)Cl.[C:5](Cl)(=[O:7])[CH3:6].[Cl:9][C:10]1[CH:15]=[C:14]([CH3:16])[CH:13]=[CH:12][C:11]=1[CH3:17].O.